Dataset: Full USPTO retrosynthesis dataset with 1.9M reactions from patents (1976-2016). Task: Predict the reactants needed to synthesize the given product. Given the product [N:19]1[CH:24]=[CH:23][CH:22]=[C:21]([C:2]2[S:10][C:5]3=[CH:6][N:7]=[CH:8][CH:9]=[C:4]3[C:3]=2[NH:11][C:12](=[O:18])[O:13][C:14]([CH3:17])([CH3:16])[CH3:15])[CH:20]=1, predict the reactants needed to synthesize it. The reactants are: I[C:2]1[S:10][C:5]2=[CH:6][N:7]=[CH:8][CH:9]=[C:4]2[C:3]=1[NH:11][C:12](=[O:18])[O:13][C:14]([CH3:17])([CH3:16])[CH3:15].[N:19]1[CH:24]=[CH:23][CH:22]=[C:21](B(O)O)[CH:20]=1.C([O-])([O-])=O.[K+].[K+].